From a dataset of Reaction yield outcomes from USPTO patents with 853,638 reactions. Predict the reaction yield, written as a fraction of the theoretical maximum amount of product (1.0 means a 100% yield; for example, 0.34 means a 34% yield). (1) The catalyst is C(O)C.N1CCCCC1. The product is [N:18]1([CH2:23][CH2:24][NH:25][C:26]([C:28]2[CH:32]=[C:31]([CH3:33])[NH:30][C:29]=2[CH:34]=[C:10]2[C:9]3[C:13](=[CH:14][CH:15]=[CH:16][C:8]=3[C:4]3[CH:5]=[CH:6][CH:7]=[C:2]([Br:1])[CH:3]=3)[NH:12][C:11]2=[O:17])=[O:27])[CH2:22][CH2:21][CH2:20][CH2:19]1. The yield is 0.720. The reactants are [Br:1][C:2]1[CH:3]=[C:4]([C:8]2[CH:16]=[CH:15][CH:14]=[C:13]3[C:9]=2[CH2:10][C:11](=[O:17])[NH:12]3)[CH:5]=[CH:6][CH:7]=1.[N:18]1([CH2:23][CH2:24][NH:25][C:26]([C:28]2[CH:32]=[C:31]([CH3:33])[NH:30][C:29]=2[CH:34]=O)=[O:27])[CH2:22][CH2:21][CH2:20][CH2:19]1. (2) The reactants are [CH3:1][O:2][C:3]1[CH:4]=[C:5]([CH2:9][CH2:10][C:11](Cl)=[O:12])[CH:6]=[CH:7][CH:8]=1.[F:14][C:15]1[CH:21]=[CH:20][C:18]([NH2:19])=[CH:17][CH:16]=1. No catalyst specified. The product is [F:14][C:15]1[CH:21]=[CH:20][C:18]([NH:19][C:11](=[O:12])[CH2:10][CH2:9][C:5]2[CH:6]=[CH:7][CH:8]=[C:3]([O:2][CH3:1])[CH:4]=2)=[CH:17][CH:16]=1. The yield is 0.970. (3) The yield is 0.820. The catalyst is C(Cl)Cl.O. The reactants are [F:1][C:2]1[CH:7]=[CH:6][C:5]([C@:8]23[CH2:16][CH2:15][CH2:14][CH:13]2[CH2:12][S:11][C:10]([NH2:17])=[N:9]3)=[CH:4][C:3]=1[O:18]C.B(Br)(Br)Br. The product is [NH2:17][C:10]1[S:11][CH2:12][CH:13]2[CH2:14][CH2:15][CH2:16][C@:8]2([C:5]2[CH:6]=[CH:7][C:2]([F:1])=[C:3]([OH:18])[CH:4]=2)[N:9]=1. (4) The reactants are F[C:2]1[CH:3]=[CH:4][C:5]([N+:14]([O-:16])=[O:15])=[C:6]([N:8]2[CH2:13][CH2:12][CH2:11][CH2:10][CH2:9]2)[CH:7]=1.[NH3:17].CO. No catalyst specified. The product is [N+:14]([C:5]1[CH:4]=[CH:3][C:2]([NH2:17])=[CH:7][C:6]=1[N:8]1[CH2:13][CH2:12][CH2:11][CH2:10][CH2:9]1)([O-:16])=[O:15]. The yield is 0.470. (5) The reactants are Cl[C:2]1[N:7]=[C:6]([C:8]2[N:12]3[CH:13]=[CH:14][CH:15]=[CH:16][C:11]3=[N:10][C:9]=2[C:17]2[CH:18]=[CH:19][C:20]([O:34][CH3:35])=[C:21]([CH:33]=2)[C:22]([NH:24][C:25]2[C:30]([F:31])=[CH:29][CH:28]=[CH:27][C:26]=2[F:32])=[O:23])[CH:5]=[CH:4][N:3]=1.[CH3:36][O:37][C:38]1[CH:44]=[C:43]([CH2:45][CH2:46][CH2:47][N:48]2[CH2:53][CH2:52][CH2:51][CH2:50][CH2:49]2)[CH:42]=[CH:41][C:39]=1[NH2:40].C1(C)C=CC(S(O)(=O)=O)=CC=1.C[O-].[Na+]. The catalyst is C(Cl)Cl.CC(O)C. The product is [F:32][C:26]1[CH:27]=[CH:28][CH:29]=[C:30]([F:31])[C:25]=1[NH:24][C:22](=[O:23])[C:21]1[CH:33]=[C:17]([C:9]2[N:10]=[C:11]3[CH:16]=[CH:15][CH:14]=[CH:13][N:12]3[C:8]=2[C:6]2[CH:5]=[CH:4][N:3]=[C:2]([NH:40][C:39]3[CH:41]=[CH:42][C:43]([CH2:45][CH2:46][CH2:47][N:48]4[CH2:49][CH2:50][CH2:51][CH2:52][CH2:53]4)=[CH:44][C:38]=3[O:37][CH3:36])[N:7]=2)[CH:18]=[CH:19][C:20]=1[O:34][CH3:35]. The yield is 0.350. (6) The reactants are [Cl:1][C:2]1[C:3]([O:12][CH:13]([CH3:15])[CH3:14])=[CH:4][CH:5]=[C:6]2[C:10]=1[C:9](=[O:11])[NH:8][CH2:7]2.C([O:23][C:24]1[C:29]([CH2:30]Cl)=[C:28]([CH3:32])[CH:27]=[C:26]([CH3:33])[N:25]=1)C1C=CC=CC=1.C(=O)([O-])[O-].[Cs+].[Cs+].[I-].[K+]. The catalyst is CN(C=O)C. The product is [Cl:1][C:2]1[C:3]([O:12][CH:13]([CH3:15])[CH3:14])=[CH:4][CH:5]=[C:6]2[C:10]=1[C:9](=[O:11])[N:8]([CH2:30][C:29]1[C:24](=[O:23])[NH:25][C:26]([CH3:33])=[CH:27][C:28]=1[CH3:32])[CH2:7]2. The yield is 0.120. (7) The reactants are O[CH:2]1O[C:5](=[O:7])[C:4]2[CH:8]=[C:9]3[C:14](=[C:15]([O:16][CH3:17])[C:3]1=2)[CH:13]=[CH:12][CH:11]=[CH:10]3.[NH2:18][C:19]1[CH:24]=[CH:23][C:22]([CH2:25][C:26]([O:28][CH2:29][CH3:30])=[O:27])=[CH:21][CH:20]=1.C(O[BH-](OC(=O)C)OC(=O)C)(=O)C.[Na+].[OH-].[Na+]. The catalyst is ClCCl. The product is [CH3:17][O:16][C:15]1[C:3]2[CH2:2][N:18]([C:19]3[CH:20]=[CH:21][C:22]([CH2:25][C:26]([O:28][CH2:29][CH3:30])=[O:27])=[CH:23][CH:24]=3)[C:5](=[O:7])[C:4]=2[CH:8]=[C:9]2[CH:10]=[CH:11][CH:12]=[CH:13][C:14]=12. The yield is 0.540.